Dataset: Reaction yield outcomes from USPTO patents with 853,638 reactions. Task: Predict the reaction yield, written as a fraction of the theoretical maximum amount of product (1.0 means a 100% yield; for example, 0.34 means a 34% yield). The reactants are [CH2:1]([NH2:4])[CH2:2]N.[Cl:5][C:6]1[N:11]=[C:10](Cl)[C:9]([Cl:13])=[CH:8][N:7]=1.CC[N:16](CC)CC.[S:21](Cl)([CH3:24])(=[O:23])=[O:22]. The product is [Cl:5][C:6]1[N:11]=[C:10]([NH:4][CH2:1][CH2:2][CH2:24][S:21]([NH2:16])(=[O:23])=[O:22])[C:9]([Cl:13])=[CH:8][N:7]=1. The catalyst is C1COCC1. The yield is 0.0800.